From a dataset of Forward reaction prediction with 1.9M reactions from USPTO patents (1976-2016). Predict the product of the given reaction. (1) Given the reactants [H-].[Al+3].[Li+].[H-].[H-].[H-].[CH3:7][C:8]1[CH:19]=[CH:18][C:11]([CH2:12][C@@H:13]([C:15](O)=[O:16])[NH2:14])=[CH:10][CH:9]=1.O.[OH-].[Na+], predict the reaction product. The product is: [NH2:14][C@@H:13]([CH2:12][C:11]1[CH:10]=[CH:9][C:8]([CH3:7])=[CH:19][CH:18]=1)[CH2:15][OH:16]. (2) The product is: [CH3:26][O:25][C:24]1[CH:27]=[C:19]([CH2:18][CH2:17][C:15]([CH2:14][C:12]([CH2:11][CH2:10][C:5]2[CH:6]=[CH:7][C:8]([OH:9])=[C:3]([O:2][CH3:1])[CH:4]=2)=[O:13])=[O:16])[CH:20]=[CH:21][C:22]=1[OH:23]. Given the reactants [CH3:1][O:2][C:3]1[C:8]([OH:9])=[CH:7][CH:6]=[C:5](/[CH:10]=[CH:11]/[C:12]([CH2:14][C:15](/[CH:17]=[CH:18]/[C:19]2[CH:27]=[C:24]([O:25][CH3:26])[C:22]([OH:23])=[CH:21][CH:20]=2)=[O:16])=[O:13])[CH:4]=1.CO.C(N(CC(O)=O)CC(O)=O)CN(CC(O)=O)CC(O)=O.P([O-])([O-])([O-])=O, predict the reaction product.